Dataset: Full USPTO retrosynthesis dataset with 1.9M reactions from patents (1976-2016). Task: Predict the reactants needed to synthesize the given product. (1) The reactants are: C[Si]([N-][Si](C)(C)C)(C)C.[K+].C(NC(C)C)(C)C.[Cl:18][C:19]1[N:24]=[C:23]([C:25]2[CH:37]=[C:36]([O:38][CH3:39])[CH:35]=[CH:34][C:26]=2[C:27](N(CC)CC)=[O:28])[C:22]([CH3:40])=[CH:21][CH:20]=1. Given the product [Cl:18][C:19]1[CH:20]=[CH:21][C:22]2[C:23](=[C:25]3[CH:37]=[C:36]([O:38][CH3:39])[CH:35]=[CH:34][C:26]3=[C:27]([OH:28])[CH:40]=2)[N:24]=1, predict the reactants needed to synthesize it. (2) Given the product [ClH:1].[Cl:1][C:2]1[CH:7]=[CH:6][C:5]([C@H:8]2[C@@H:12]([C:13]3[CH:14]=[CH:15][C:16]([Cl:19])=[CH:17][CH:18]=3)[N:11]([C:20]([N:45]3[CH2:44][CH2:43][N:42]([CH2:41][C:40]([N:39]([O:38][CH3:37])[CH3:49])=[O:48])[CH2:47][CH2:46]3)=[O:21])[C:10]([C:23]3[CH:28]=[CH:27][C:26]([C:29]([CH3:33])([CH3:32])[CH2:30][OH:31])=[CH:25][C:24]=3[O:34][CH2:35][CH3:36])=[N:9]2)=[CH:4][CH:3]=1, predict the reactants needed to synthesize it. The reactants are: [Cl:1][C:2]1[CH:7]=[CH:6][C:5]([C@H:8]2[C@@H:12]([C:13]3[CH:18]=[CH:17][C:16]([Cl:19])=[CH:15][CH:14]=3)[N:11]([C:20](Cl)=[O:21])[C:10]([C:23]3[CH:28]=[CH:27][C:26]([C:29]([CH3:33])([CH3:32])[CH2:30][OH:31])=[CH:25][C:24]=3[O:34][CH2:35][CH3:36])=[N:9]2)=[CH:4][CH:3]=1.[CH3:37][O:38][N:39]([CH3:49])[C:40](=[O:48])[CH2:41][N:42]1[CH2:47][CH2:46][NH:45][CH2:44][CH2:43]1.